From a dataset of Forward reaction prediction with 1.9M reactions from USPTO patents (1976-2016). Predict the product of the given reaction. (1) Given the reactants Cl[C:2]1[N:7]=[C:6]([C:8]2[CH:9]=[N:10][CH:11]=[CH:12][CH:13]=2)[CH:5]=[C:4]([S:14][CH3:15])[C:3]=1[C:16]#[N:17].[CH:18]([C:20]1[CH:25]=[C:24]([O:26][CH3:27])[CH:23]=[CH:22][C:21]=1B(O)O)=[O:19].P([O-])([O-])([O-])=O.[K+].[K+].[K+], predict the reaction product. The product is: [CH:18]([C:20]1[CH:25]=[C:24]([O:26][CH3:27])[CH:23]=[CH:22][C:21]=1[C:2]1[N:7]=[C:6]([C:8]2[CH:9]=[N:10][CH:11]=[CH:12][CH:13]=2)[CH:5]=[C:4]([S:14][CH3:15])[C:3]=1[C:16]#[N:17])=[O:19]. (2) Given the reactants [Br:1][C:2]([F:6])([F:5])[CH2:3][OH:4].[C:7](Cl)(=[O:12])[C:8]([CH3:11])([CH3:10])[CH3:9], predict the reaction product. The product is: [C:7]([O:4][CH2:3][C:2]([Br:1])([F:6])[F:5])(=[O:12])[C:8]([CH3:11])([CH3:10])[CH3:9]. (3) Given the reactants [CH3:1][C:2]1[CH:28]=[CH:27][C:5]([C:6]([C:8]2[CH:13]=[CH:12][CH:11]=[CH:10][C:9]=2[NH:14][C:15]2[C:20]([C:21]#[N:22])=[CH:19][N:18]=[C:17](S(C)(=O)=O)[N:16]=2)=[O:7])=[CH:4][CH:3]=1.[CH3:29][O:30][C:31]1[CH:32]=[C:33]([CH:35]=[C:36]([O:40][CH3:41])[C:37]=1[O:38][CH3:39])[NH2:34].Cl, predict the reaction product. The product is: [CH3:1][C:2]1[CH:28]=[CH:27][C:5]([C:6]([C:8]2[CH:13]=[CH:12][CH:11]=[CH:10][C:9]=2[NH:14][C:15]2[C:20]([C:21]#[N:22])=[CH:19][N:18]=[C:17]([NH:34][C:33]3[CH:35]=[C:36]([O:40][CH3:41])[C:37]([O:38][CH3:39])=[C:31]([O:30][CH3:29])[CH:32]=3)[N:16]=2)=[O:7])=[CH:4][CH:3]=1. (4) Given the reactants [Cl:1][C:2]1[N:3]([CH2:10][C@@:11]([OH:19])([CH3:18])[CH2:12]OS(C)(=O)=O)[CH:4]=[C:5]([N+:7]([O-:9])=[O:8])[N:6]=1.C1CCN2C(=NCCC2)CC1, predict the reaction product. The product is: [Cl:1][C:2]1[N:3]([CH2:10][C@@:11]2([CH3:18])[CH2:12][O:19]2)[CH:4]=[C:5]([N+:7]([O-:9])=[O:8])[N:6]=1.